Dataset: Reaction yield outcomes from USPTO patents with 853,638 reactions. Task: Predict the reaction yield, written as a fraction of the theoretical maximum amount of product (1.0 means a 100% yield; for example, 0.34 means a 34% yield). The reactants are [Br:1][C:2]1[C:7]2[C:8]3N[CH:10]([C:16]4[S:20][C:19]([CH:21]([CH3:23])[CH3:22])=[N:18][CH:17]=4)[CH2:11][C:12](=[O:15])[C:13]=3[O:14][C:6]=2[CH:5]=[CH:4][C:3]=1[O:24][CH3:25].[CH2:26]1COCC1. The catalyst is O=[Mn]=O. The product is [OH:15][C:12]1[C:13]2[O:14][C:6]3[CH:5]=[CH:4][C:3]([O:24][CH3:25])=[C:2]([Br:1])[C:7]=3[C:8]=2[CH:26]=[C:10]([C:16]2[S:20][C:19]([CH:21]([CH3:23])[CH3:22])=[N:18][CH:17]=2)[CH:11]=1. The yield is 0.730.